Task: Predict which catalyst facilitates the given reaction.. Dataset: Catalyst prediction with 721,799 reactions and 888 catalyst types from USPTO Reactant: S(=O)(=O)(O)O.[CH:6]([N:19]1[CH2:22][C:21]([OH:26])([C:23]([OH:25])=[O:24])[CH2:20]1)([C:13]1[CH:18]=[CH:17][CH:16]=[CH:15][CH:14]=1)[C:7]1[CH:12]=[CH:11][CH:10]=[CH:9][CH:8]=1.[CH3:27]O. Product: [CH:6]([N:19]1[CH2:20][C:21]([OH:26])([C:23]([O:25][CH3:27])=[O:24])[CH2:22]1)([C:7]1[CH:12]=[CH:11][CH:10]=[CH:9][CH:8]=1)[C:13]1[CH:18]=[CH:17][CH:16]=[CH:15][CH:14]=1. The catalyst class is: 25.